The task is: Predict which catalyst facilitates the given reaction.. This data is from Catalyst prediction with 721,799 reactions and 888 catalyst types from USPTO. (1) Reactant: [O-][CH2:2]C.[Na+].[Br:5][C:6]1[C:7]([CH2:14][C:15]#[N:16])=[C:8]([CH:11]=[CH:12][CH:13]=1)[C:9]#[N:10].IC. Product: [Br:5][C:6]1[C:7]([CH:14]([C:15]#[N:16])[CH3:2])=[C:8]([CH:11]=[CH:12][CH:13]=1)[C:9]#[N:10]. The catalyst class is: 199. (2) Reactant: [NH2:1][CH2:2][C:3]1[CH:4]=[N:5][CH:6]=[CH:7][CH:8]=1.[CH2:9]([S:11](Cl)(=[O:13])=[O:12])[CH3:10].C(OCC)C. Product: [CH2:9]([S:11]([NH:1][CH2:2][C:3]1[CH:4]=[N:5][CH:6]=[CH:7][CH:8]=1)(=[O:13])=[O:12])[CH3:10]. The catalyst class is: 4. (3) Reactant: [C:1]([CH2:3][C:4]([NH:6][NH2:7])=O)#[N:2].[OH-].[Na+].Cl.[F:11][C:12]1[CH:21]=[CH:20][C:15]([C:16](=[NH:19])OC)=[CH:14][CH:13]=1. Product: [F:11][C:12]1[CH:21]=[CH:20][C:15]([C:16]2[N:19]=[C:4]([CH2:3][C:1]#[N:2])[NH:6][N:7]=2)=[CH:14][CH:13]=1. The catalyst class is: 191. (4) Reactant: [CH2:1]([O:8][C@@H:9]1[C@@H:14]([O:15][CH2:16][C:17]2[CH:22]=[CH:21][CH:20]=[CH:19][CH:18]=2)[C@H:13]([O:23][CH2:24][C:25]2[CH:30]=[CH:29][CH:28]=[CH:27][CH:26]=2)[C@@H:12]([CH2:31][O:32][CH2:33][C:34]2[CH:39]=[CH:38][CH:37]=[CH:36][CH:35]=2)[O:11][C@H:10]1[N:40]1[C:48]2[C:43](=[C:44]([CH3:49])[CH:45]=[CH:46][CH:47]=2)[C:42]([CH2:50][C:51]2[CH:56]=[CH:55][C:54](/[CH:57]=[CH:58]/[C:59]([O:61]C)=[O:60])=[CH:53][CH:52]=2)=[CH:41]1)[C:2]1[CH:7]=[CH:6][CH:5]=[CH:4][CH:3]=1.CO.[OH-].[Na+].Cl. Product: [CH2:1]([O:8][C@@H:9]1[C@@H:14]([O:15][CH2:16][C:17]2[CH:22]=[CH:21][CH:20]=[CH:19][CH:18]=2)[C@H:13]([O:23][CH2:24][C:25]2[CH:30]=[CH:29][CH:28]=[CH:27][CH:26]=2)[C@@H:12]([CH2:31][O:32][CH2:33][C:34]2[CH:39]=[CH:38][CH:37]=[CH:36][CH:35]=2)[O:11][C@H:10]1[N:40]1[C:48]2[C:43](=[C:44]([CH3:49])[CH:45]=[CH:46][CH:47]=2)[C:42]([CH2:50][C:51]2[CH:56]=[CH:55][C:54](/[CH:57]=[CH:58]/[C:59]([OH:61])=[O:60])=[CH:53][CH:52]=2)=[CH:41]1)[C:2]1[CH:3]=[CH:4][CH:5]=[CH:6][CH:7]=1. The catalyst class is: 7. (5) Reactant: [N:1]1([S:7]([C:10]2[CH:15]=[CH:14][C:13]([CH2:16][NH:17][C:18](=[O:29])OC3C=CC([N+]([O-])=O)=CC=3)=[CH:12][CH:11]=2)(=[O:9])=[O:8])[CH2:6][CH2:5][O:4][CH2:3][CH2:2]1.[CH2:30]1[C:38]2[CH:37]=[CH:36][N:35]=[CH:34][C:33]=2[CH2:32][NH:31]1. Product: [N:1]1([S:7]([C:10]2[CH:11]=[CH:12][C:13]([CH2:16][NH:17][C:18]([N:31]3[CH2:30][C:38]4[CH:37]=[CH:36][N:35]=[CH:34][C:33]=4[CH2:32]3)=[O:29])=[CH:14][CH:15]=2)(=[O:8])=[O:9])[CH2:2][CH2:3][O:4][CH2:5][CH2:6]1. The catalyst class is: 8.